Dataset: Reaction yield outcomes from USPTO patents with 853,638 reactions. Task: Predict the reaction yield, written as a fraction of the theoretical maximum amount of product (1.0 means a 100% yield; for example, 0.34 means a 34% yield). (1) The reactants are [CH3:1][O:2][CH2:3][C@@H:4]1[N:8]([C:9]([O:11][CH2:12][C:13]2[CH:18]=[CH:17][CH:16]=[CH:15][CH:14]=2)=[O:10])[CH2:7][C@@H:6](S(C2C=CC(C)=CC=2)(=O)=O)[CH2:5]1.[C-:29]#[N:30].[Na+]. The catalyst is CS(C)=O.[Cl-].[Na+].O. The product is [CH3:1][O:2][CH2:3][C@H:4]1[N:8]([C:9]([O:11][CH2:12][C:13]2[CH:14]=[CH:15][CH:16]=[CH:17][CH:18]=2)=[O:10])[CH2:7][C@@H:6]([C:29]#[N:30])[CH2:5]1. The yield is 0.870. (2) The product is [F:25][C:26]([F:39])([F:38])[S:27]([O:22][C:17]1[C@@:18]2([CH3:21])[CH2:19][CH2:20][C@H:9]3[C@H:10]([C@@H:14]2[CH2:15][CH:16]=1)[CH2:11][CH:12]=[C:13]1[C@:8]3([CH3:23])[CH2:7][CH2:6][C:5](=[O:24])[N:4]1[CH:1]1[CH2:2][CH2:3]1)(=[O:29])=[O:28]. The yield is 0.310. The catalyst is C(Cl)Cl. The reactants are [CH:1]1([N:4]2[C:13]3[C@@:8]([CH3:23])([C@H:9]4[CH2:20][CH2:19][C@@:18]5([CH3:21])[C@@H:14]([CH2:15][CH2:16][C:17]5=[O:22])[C@@H:10]4[CH2:11][CH:12]=3)[CH2:7][CH2:6][C:5]2=[O:24])[CH2:3][CH2:2]1.[F:25][C:26]([F:39])([F:38])[S:27](O[S:27]([C:26]([F:39])([F:38])[F:25])(=[O:29])=[O:28])(=[O:29])=[O:28].C(N(CC)CC)C. (3) The reactants are Br[C:2]1[CH:15]=[CH:14][C:5]([CH2:6][CH2:7][N:8]2[CH2:13][CH2:12][O:11][CH2:10][CH2:9]2)=[CH:4][CH:3]=1.[CH3:16][C:17]1([CH3:26])[C:21]([CH3:23])([CH3:22])[O:20][B:19]([CH:24]=[CH2:25])[O:18]1.CCN(CC)CC. The catalyst is CC(C)([P](C(C)(C)C)([Pd][P](C(C)(C)C)(C(C)(C)C)C(C)(C)C)C(C)(C)C)C. The product is [CH3:22][C:21]1([CH3:23])[C:17]([CH3:26])([CH3:16])[O:18][B:19](/[CH:24]=[CH:25]/[C:2]2[CH:15]=[CH:14][C:5]([CH2:6][CH2:7][N:8]3[CH2:13][CH2:12][O:11][CH2:10][CH2:9]3)=[CH:4][CH:3]=2)[O:20]1. The yield is 0.770. (4) The reactants are S(=O)(=O)(O)O.[Br:6][C:7]1[CH:12]=[CH:11][C:10]([CH2:13][C:14]([OH:16])=[O:15])=[CH:9][CH:8]=1.[CH3:17]O. No catalyst specified. The product is [Br:6][C:7]1[CH:8]=[CH:9][C:10]([CH2:13][C:14]([O:16][CH3:17])=[O:15])=[CH:11][CH:12]=1. The yield is 1.00. (5) The product is [OH:5][C:6]1[CH:14]=[CH:13][C:9]([C:10]([O:12][CH3:17])=[O:11])=[C:8]([O:15][CH3:16])[CH:7]=1. The yield is 0.990. No catalyst specified. The reactants are S(Cl)(Cl)=O.[OH:5][C:6]1[CH:14]=[CH:13][C:9]([C:10]([OH:12])=[O:11])=[C:8]([O:15][CH3:16])[CH:7]=1.[CH3:17]O. (6) The reactants are NC(N)=S.[CH3:5][N:6]([CH3:19])[S:7]([C:10]1[C:15]([Cl:16])=[CH:14][CH:13]=[C:12]([NH2:17])[C:11]=1[OH:18])(=[O:9])=[O:8].[F:20][C:21]1[C:26]([Cl:27])=[CH:25][CH:24]=[CH:23][C:22]=1[N:28]=[C:29]=[S:30]. No catalyst specified. The product is [Cl:16][C:15]1[CH:14]=[CH:13][C:12]([NH:17][C:29]([NH:28][C:22]2[CH:23]=[CH:24][CH:25]=[C:26]([Cl:27])[C:21]=2[F:20])=[S:30])=[C:11]([OH:18])[C:10]=1[S:7]([N:6]([CH3:19])[CH3:5])(=[O:9])=[O:8]. The yield is 0.670. (7) The reactants are Cl.[NH2:2][C:3]1[CH:12]=[C:11]([C:13]2[C:22]3[C:17](=[CH:18][C:19]([O:28][CH2:29][CH3:30])=[C:20]4[O:25][C:24]([CH3:27])([CH3:26])[CH2:23][C:21]4=3)[CH2:16][C:15]([CH3:32])([CH3:31])[N:14]=2)[CH:10]=[CH:9][C:4]=1[C:5]([O:7][CH3:8])=[O:6].C(N(CC)CC)C.[N:40]([CH2:43][C:44]([O:46][CH2:47][CH3:48])=[O:45])=[C:41]=[O:42].O. The catalyst is O1CCCC1. The product is [CH2:47]([O:46][C:44](=[O:45])[CH2:43][NH:40][C:41]([NH:2][C:3]1[CH:12]=[C:11]([C:13]2[C:22]3[C:17](=[CH:18][C:19]([O:28][CH2:29][CH3:30])=[C:20]4[O:25][C:24]([CH3:27])([CH3:26])[CH2:23][C:21]4=3)[CH2:16][C:15]([CH3:31])([CH3:32])[N:14]=2)[CH:10]=[CH:9][C:4]=1[C:5]([O:7][CH3:8])=[O:6])=[O:42])[CH3:48]. The yield is 0.850.